The task is: Predict the product of the given reaction.. This data is from Forward reaction prediction with 1.9M reactions from USPTO patents (1976-2016). Given the reactants C[O:2][C:3](=[O:20])[CH:4]([NH:12][C:13]([O:15][C:16]([CH3:19])([CH3:18])[CH3:17])=[O:14])[CH2:5][CH2:6][N:7]1[N:11]=[CH:10][CH:9]=[N:8]1.[OH-].[Na+], predict the reaction product. The product is: [C:16]([O:15][C:13]([NH:12][CH:4]([CH2:5][CH2:6][N:7]1[N:8]=[CH:9][CH:10]=[N:11]1)[C:3]([OH:20])=[O:2])=[O:14])([CH3:19])([CH3:17])[CH3:18].